This data is from Catalyst prediction with 721,799 reactions and 888 catalyst types from USPTO. The task is: Predict which catalyst facilitates the given reaction. (1) Reactant: [H-].[Na+].[Cl:3][C:4]1[CH:9]=[C:8](Cl)[CH:7]=[CH:6][N:5]=1.[CH2:11]([C:13]1[N:18]=[C:17]([C:19]2[CH:24]=[CH:23][CH:22]=[C:21]([CH3:25])[N:20]=2)[C:16]([OH:26])=[CH:15][CH:14]=1)[CH3:12]. Product: [Cl:3][C:4]1[CH:9]=[C:8]([O:26][C:16]2[C:17]([C:19]3[CH:24]=[CH:23][CH:22]=[C:21]([CH3:25])[N:20]=3)=[N:18][C:13]([CH2:11][CH3:12])=[CH:14][CH:15]=2)[CH:7]=[CH:6][N:5]=1. The catalyst class is: 3. (2) Product: [F:20][C:21]1[CH:22]=[CH:23][C:24]([C@@H:27]([N:29]2[CH2:34][CH2:33][CH2:32]/[C:31](=[CH:9]\[C:8]3[CH:11]=[CH:12][C:13]([N:14]4[C:18]([CH3:19])=[N:17][N:16]=[N:15]4)=[C:6]([O:5][CH3:4])[CH:7]=3)/[C:30]2=[O:43])[CH3:28])=[CH:25][CH:26]=1. Reactant: O.[OH-].[Li+].[CH3:4][O:5][C:6]1[CH:7]=[C:8]([CH:11]=[CH:12][C:13]=1[N:14]1[C:18]([CH3:19])=[N:17][N:16]=[N:15]1)[CH:9]=O.[F:20][C:21]1[CH:26]=[CH:25][C:24]([C@@H:27]([N:29]2[CH2:34][CH2:33][CH2:32][CH:31](P(=O)(OCC)OCC)[C:30]2=[O:43])[CH3:28])=[CH:23][CH:22]=1.C(O)C. The catalyst class is: 299. (3) Reactant: [Br:1][CH:2]1[C:10]2[C:5](=[CH:6][C:7]([F:12])=[CH:8][C:9]=2[F:11])[C:4](=[O:13])[O:3]1.[CH:14]1[CH:19]=[CH:18][C:17]([P:20]([C:27]2[CH:32]=[CH:31][CH:30]=[CH:29][CH:28]=2)[C:21]2[CH:26]=[CH:25][CH:24]=[CH:23][CH:22]=2)=[CH:16][CH:15]=1. Product: [Br-:1].[F:12][C:7]1[CH:6]=[C:5]2[C:10](=[C:9]([F:11])[CH:8]=1)[CH:2]([P+:20]([C:21]1[CH:22]=[CH:23][CH:24]=[CH:25][CH:26]=1)([C:27]1[CH:32]=[CH:31][CH:30]=[CH:29][CH:28]=1)[C:17]1[CH:16]=[CH:15][CH:14]=[CH:19][CH:18]=1)[O:3][C:4]2=[O:13]. The catalyst class is: 11. (4) Reactant: [C:1]([C:3]1[C:4]([CH3:16])=[CH:5][C:6]([CH:13]2[CH2:15][CH2:14]2)=[C:7]([CH:12]=1)[C:8]([O:10][CH3:11])=[O:9])#[N:2].P(OCC)(OCC)([S-])=[S:18]. Product: [C:1]([C:3]1[C:4]([CH3:16])=[CH:5][C:6]([CH:13]2[CH2:15][CH2:14]2)=[C:7]([CH:12]=1)[C:8]([O:10][CH3:11])=[O:9])(=[S:18])[NH2:2]. The catalyst class is: 30. (5) Product: [C:8]([C:5]1[N:6]=[CH:7][C:2]([NH:1][C:12](=[O:13])[C:11]([F:22])([F:21])[F:10])=[CH:3][CH:4]=1)#[N:9]. The catalyst class is: 2. Reactant: [NH2:1][C:2]1[CH:3]=[CH:4][C:5]([C:8]#[N:9])=[N:6][CH:7]=1.[F:10][C:11]([F:22])([F:21])[C:12](O[C:12](=[O:13])[C:11]([F:22])([F:21])[F:10])=[O:13]. (6) Reactant: [O:1]1CCO[CH:2]1[C:6]1[C:7]([F:32])=[C:8]([CH:20]=[CH:21][C:22]=1[B:23]1[O:27][C:26]([CH3:29])([CH3:28])[C:25]([CH3:31])([CH3:30])[O:24]1)[O:9][C:10]1[CH:17]=[CH:16][C:13]([C:14]#[N:15])=[C:12]([O:18][CH3:19])[N:11]=1.Cl.O. Product: [F:32][C:7]1[C:6]([CH:2]=[O:1])=[C:22]([B:23]2[O:27][C:26]([CH3:29])([CH3:28])[C:25]([CH3:31])([CH3:30])[O:24]2)[CH:21]=[CH:20][C:8]=1[O:9][C:10]1[CH:17]=[CH:16][C:13]([C:14]#[N:15])=[C:12]([O:18][CH3:19])[N:11]=1. The catalyst class is: 7. (7) Reactant: [CH3:1][O:2][C:3](=[O:19])[C:4]1[CH:9]=[CH:8][C:7]([Br:10])=[C:6]([CH3:11])[C:5]=1[NH:12][C:13]([O:15][CH:16]([CH3:18])[CH3:17])=[O:14].[H-].[Na+].Br[CH2:23][CH2:24][CH2:25][C:26]([O:28][CH2:29][CH3:30])=[O:27]. Product: [CH3:1][O:2][C:3](=[O:19])[C:4]1[CH:9]=[CH:8][C:7]([Br:10])=[C:6]([CH3:11])[C:5]=1[N:12]([CH2:23][CH2:24][CH2:25][C:26]([O:28][CH2:29][CH3:30])=[O:27])[C:13]([O:15][CH:16]([CH3:17])[CH3:18])=[O:14]. The catalyst class is: 39.